This data is from Forward reaction prediction with 1.9M reactions from USPTO patents (1976-2016). The task is: Predict the product of the given reaction. (1) Given the reactants [NH:1]([C:9]([O:11][C:12]([CH3:15])([CH3:14])[CH3:13])=[O:10])[C@H:2]([C:6]([OH:8])=O)[CH:3]([CH3:5])[CH3:4].C(N1[CH:27]=[CH:26]N=C1)(N1C=CN=C1)=O.[Cl-].[Mg+2].[Cl-].C(O)(=O)[CH2:32][C:33]([OH:35])=[O:34].C([K])C, predict the reaction product. The product is: [C:12]([O:11][C:9]([NH:1][C@@H:2]([CH:3]([CH3:4])[CH3:5])[C:6](=[O:8])[CH2:32][C:33]([O:35][CH2:26][CH3:27])=[O:34])=[O:10])([CH3:15])([CH3:14])[CH3:13]. (2) The product is: [F:25][C:26]1[CH:27]=[C:28]([CH:38]=[CH:39][CH:40]=1)[CH2:29][N:30]1[C@H:31]([CH3:37])[CH2:32][N:33]([C@@H:1]([C:53]2[CH:52]=[CH:51][CH:50]=[C:49]([OH:48])[CH:54]=2)[C:3]2[CH:15]=[CH:14][C:6]([C:7]([N:9]([CH2:12][CH3:13])[CH2:10][CH3:11])=[O:8])=[CH:5][CH:4]=2)[C@@H:34]([CH3:36])[CH2:35]1. Given the reactants [CH:1]([C:3]1[CH:15]=[CH:14][C:6]([C:7]([N:9]([CH2:12][CH3:13])[CH2:10][CH3:11])=[O:8])=[CH:5][CH:4]=1)=O.N1C2C=CC=CC=2N=N1.[F:25][C:26]1[CH:27]=[C:28]([CH:38]=[CH:39][CH:40]=1)[CH2:29][N:30]1[CH2:35][C@H:34]([CH3:36])[NH:33][CH2:32][C@H:31]1[CH3:37].[Si]([O:48][C:49]1[CH:50]=[C:51]([Mg]Br)[CH:52]=[CH:53][CH:54]=1)(C(C)(C)C)(C)C.Cl, predict the reaction product. (3) The product is: [P:14]([OH:18])([OH:17])([OH:16])=[O:15].[NH2:1][CH2:2][CH2:3][CH2:4][C@@:5]1([C:11]([OH:13])=[O:12])[CH2:9][CH2:8][CH2:7][C@@H:6]1[SH:10]. Given the reactants [NH2:1][CH2:2][CH2:3][CH2:4][C@@:5]1([C:11]([OH:13])=[O:12])[CH2:9][CH2:8][CH2:7][C@@H:6]1[SH:10].[P:14](=[O:18])([OH:17])([OH:16])[OH:15], predict the reaction product.